From a dataset of NCI-60 drug combinations with 297,098 pairs across 59 cell lines. Regression. Given two drug SMILES strings and cell line genomic features, predict the synergy score measuring deviation from expected non-interaction effect. (1) Drug 1: C1=NC2=C(N1)C(=S)N=C(N2)N. Drug 2: CN(C(=O)NC(C=O)C(C(C(CO)O)O)O)N=O. Cell line: IGROV1. Synergy scores: CSS=19.2, Synergy_ZIP=-0.512, Synergy_Bliss=-0.543, Synergy_Loewe=-27.5, Synergy_HSA=-0.00808. (2) Drug 1: CC(CN1CC(=O)NC(=O)C1)N2CC(=O)NC(=O)C2. Drug 2: C1=NC2=C(N1)C(=S)N=CN2. Cell line: NCI-H460. Synergy scores: CSS=46.0, Synergy_ZIP=0.306, Synergy_Bliss=1.61, Synergy_Loewe=3.59, Synergy_HSA=4.65. (3) Drug 1: C1=CC(=CC=C1CC(C(=O)O)N)N(CCCl)CCCl.Cl. Drug 2: C1CN(CCN1C(=O)CCBr)C(=O)CCBr. Cell line: SK-MEL-5. Synergy scores: CSS=22.6, Synergy_ZIP=1.45, Synergy_Bliss=10.2, Synergy_Loewe=4.68, Synergy_HSA=6.93. (4) Drug 1: B(C(CC(C)C)NC(=O)C(CC1=CC=CC=C1)NC(=O)C2=NC=CN=C2)(O)O. Drug 2: CC1C(C(CC(O1)OC2CC(CC3=C2C(=C4C(=C3O)C(=O)C5=C(C4=O)C(=CC=C5)OC)O)(C(=O)CO)O)N)O.Cl. Cell line: OVCAR-5. Synergy scores: CSS=61.8, Synergy_ZIP=0.764, Synergy_Bliss=0.543, Synergy_Loewe=-0.500, Synergy_HSA=5.37. (5) Drug 1: CS(=O)(=O)CCNCC1=CC=C(O1)C2=CC3=C(C=C2)N=CN=C3NC4=CC(=C(C=C4)OCC5=CC(=CC=C5)F)Cl. Drug 2: C1=CN(C=N1)CC(O)(P(=O)(O)O)P(=O)(O)O. Cell line: NCI-H322M. Synergy scores: CSS=19.5, Synergy_ZIP=-1.51, Synergy_Bliss=7.59, Synergy_Loewe=2.19, Synergy_HSA=2.58. (6) Drug 1: CN1CCC(CC1)COC2=C(C=C3C(=C2)N=CN=C3NC4=C(C=C(C=C4)Br)F)OC. Drug 2: CC1C(C(CC(O1)OC2CC(CC3=C2C(=C4C(=C3O)C(=O)C5=C(C4=O)C(=CC=C5)OC)O)(C(=O)C)O)N)O.Cl. Cell line: U251. Synergy scores: CSS=47.8, Synergy_ZIP=1.81, Synergy_Bliss=3.49, Synergy_Loewe=-14.5, Synergy_HSA=4.34. (7) Cell line: A549. Drug 1: C1C(C(OC1N2C=NC3=C(N=C(N=C32)Cl)N)CO)O. Synergy scores: CSS=36.4, Synergy_ZIP=-2.35, Synergy_Bliss=0.353, Synergy_Loewe=-0.903, Synergy_HSA=-0.0583. Drug 2: C1=NC2=C(N1)C(=S)N=CN2. (8) Drug 1: CCC1=CC2CC(C3=C(CN(C2)C1)C4=CC=CC=C4N3)(C5=C(C=C6C(=C5)C78CCN9C7C(C=CC9)(C(C(C8N6C)(C(=O)OC)O)OC(=O)C)CC)OC)C(=O)OC.C(C(C(=O)O)O)(C(=O)O)O. Drug 2: C(=O)(N)NO. Cell line: SR. Synergy scores: CSS=68.0, Synergy_ZIP=0.839, Synergy_Bliss=1.05, Synergy_Loewe=-10.1, Synergy_HSA=2.26.